The task is: Predict the product of the given reaction.. This data is from Forward reaction prediction with 1.9M reactions from USPTO patents (1976-2016). (1) Given the reactants Cl.N1([C:7]2[CH:12]=[CH:11][C:10]([CH:13]3[CH2:18][CH2:17][CH2:16][N:15]([C:19](OC(C)(C)C)=O)[CH2:14]3)=[C:9](C)[CH:8]=2)CCCC1.[CH2:27]([N:29]([CH2:32][CH3:33])[CH2:30][CH3:31])C.Cl[C:35]1[N:40](C)[C:39](=[O:42])[CH:38]=[C:37]([C:43]2[CH:48]=[CH:47][N:46]=[CH:45][CH:44]=2)[N:36]=1.[C:49]([OH:56])(=[O:55])/[CH:50]=[CH:51]/[C:52]([OH:54])=[O:53], predict the reaction product. The product is: [C:49]([OH:56])(=[O:55])/[CH:50]=[CH:51]/[C:52]([OH:54])=[O:53].[CH3:35][N:40]1[C:39](=[O:42])[CH:38]=[C:37]([C:43]2[CH:44]=[CH:45][N:46]=[CH:47][CH:48]=2)[N:36]=[C:19]1[N:15]1[CH2:16][CH2:17][CH2:18][CH:13]([C:10]2[CH:9]=[CH:8][C:7]([CH2:27][N:29]3[CH2:32][CH2:33][CH2:31][CH2:30]3)=[CH:12][CH:11]=2)[CH2:14]1. (2) Given the reactants [N:1]([CH2:4][C:5]([C:7]1[CH:8]=[C:9]2[C:13](=[CH:14][CH:15]=1)[NH:12][C:11](=[O:16])[CH2:10]2)=[O:6])=[N+]=[N-].[C:17](Cl)(=O)[C:18]1[CH:23]=[CH:22][CH:21]=[CH:20][CH:19]=1.CCN(C(C)C)C(C)C.O, predict the reaction product. The product is: [C:18]1([C:17]2[O:6][C:5]([C:7]3[CH:8]=[C:9]4[C:13](=[CH:14][CH:15]=3)[NH:12][C:11](=[O:16])[CH2:10]4)=[CH:4][N:1]=2)[CH:23]=[CH:22][CH:21]=[CH:20][CH:19]=1.